Dataset: Peptide-MHC class I binding affinity with 185,985 pairs from IEDB/IMGT. Task: Regression. Given a peptide amino acid sequence and an MHC pseudo amino acid sequence, predict their binding affinity value. This is MHC class I binding data. (1) The peptide sequence is FVHSGFIYF. The MHC is HLA-A02:06 with pseudo-sequence HLA-A02:06. The binding affinity (normalized) is 0.547. (2) The peptide sequence is ETWALRHPGF. The MHC is HLA-A01:01 with pseudo-sequence HLA-A01:01. The binding affinity (normalized) is 0.0179. (3) The peptide sequence is QAIHNVVHAII. The MHC is Mamu-A02 with pseudo-sequence Mamu-A02. The binding affinity (normalized) is 0. (4) The peptide sequence is VSYAAAAAY. The MHC is BoLA-T2a with pseudo-sequence BoLA-T2a. The binding affinity (normalized) is 0.332. (5) The binding affinity (normalized) is 0.491. The peptide sequence is FSTSAADIKR. The MHC is HLA-A11:01 with pseudo-sequence HLA-A11:01. (6) The peptide sequence is KLWASFFQG. The MHC is HLA-A02:01 with pseudo-sequence HLA-A02:01. The binding affinity (normalized) is 0.571.